From a dataset of Full USPTO retrosynthesis dataset with 1.9M reactions from patents (1976-2016). Predict the reactants needed to synthesize the given product. (1) Given the product [Br:18][C:19]1[CH:26]=[CH:25][C:22]([CH2:23][CH:9]([C:10]2[CH:15]=[CH:14][CH:13]=[CH:12][CH:11]=2)[C:8]([C:6]2[CH:5]=[C:4]([CH3:17])[N:3]=[C:2]([CH3:1])[CH:7]=2)=[O:16])=[CH:21][CH:20]=1, predict the reactants needed to synthesize it. The reactants are: [CH3:1][C:2]1[CH:7]=[C:6]([C:8](=[O:16])[CH2:9][C:10]2[CH:15]=[CH:14][CH:13]=[CH:12][CH:11]=2)[CH:5]=[C:4]([CH3:17])[N:3]=1.[Br:18][C:19]1[CH:26]=[CH:25][C:22]([CH2:23]Br)=[CH:21][CH:20]=1. (2) Given the product [F:29][C:19]1[CH:20]=[C:21]([S:25]([CH3:28])(=[O:27])=[O:26])[C:22]([F:24])=[CH:23][C:18]=1[O:17][C@H:14]1[CH2:15][CH2:16][N:12]([CH:9]2[CH2:10][CH2:11][N:6]([C:4](=[O:5])[CH2:3][NH:2][C:33](=[O:34])[C:32]([F:43])([F:42])[F:31])[CH2:7][CH2:8]2)[C:13]1=[O:30], predict the reactants needed to synthesize it. The reactants are: Cl.[NH2:2][CH2:3][C:4]([N:6]1[CH2:11][CH2:10][CH:9]([N:12]2[CH2:16][CH2:15][C@H:14]([O:17][C:18]3[CH:23]=[C:22]([F:24])[C:21]([S:25]([CH3:28])(=[O:27])=[O:26])=[CH:20][C:19]=3[F:29])[C:13]2=[O:30])[CH2:8][CH2:7]1)=[O:5].[F:31][C:32]([F:43])([F:42])[C:33](O[C:33](=[O:34])[C:32]([F:43])([F:42])[F:31])=[O:34]. (3) Given the product [C:21]([C:25]1[CH:26]=[CH:27][C:28]([CH2:31][CH2:32][CH2:33][CH2:34][N:12]2[CH2:13][CH2:14][CH:9]([C:7]([C:15]3[CH:20]=[CH:19][CH:18]=[CH:17][CH:16]=3)([C:1]3[CH:2]=[CH:3][CH:4]=[CH:5][CH:6]=3)[OH:8])[CH2:10][CH2:11]2)=[CH:29][CH:30]=1)([CH3:24])([CH3:23])[CH3:22], predict the reactants needed to synthesize it. The reactants are: [C:1]1([C:7]([C:15]2[CH:20]=[CH:19][CH:18]=[CH:17][CH:16]=2)([CH:9]2[CH2:14][CH2:13][NH:12][CH2:11][CH2:10]2)[OH:8])[CH:6]=[CH:5][CH:4]=[CH:3][CH:2]=1.[C:21]([C:25]1[CH:30]=[CH:29][C:28]([CH2:31][CH2:32][CH2:33][CH2:34]Cl)=[CH:27][CH:26]=1)([CH3:24])([CH3:23])[CH3:22].C(=O)([O-])[O-].[K+].[K+].